Dataset: Forward reaction prediction with 1.9M reactions from USPTO patents (1976-2016). Task: Predict the product of the given reaction. (1) Given the reactants [N:1]1[C:8](Cl)=[N:7][C:5]([Cl:6])=[N:4][C:2]=1[Cl:3].C([O-])([O-])=O.[K+].[K+].[CH2:16]([OH:18])[CH3:17], predict the reaction product. The product is: [Cl:3][C:2]1[N:4]=[C:5]([Cl:6])[N:7]=[C:8]([O:18][CH2:16][CH3:17])[N:1]=1. (2) Given the reactants Cl[C:2]1[C:7]2[CH2:8][CH:9]=[CH:10][CH2:11][CH2:12][C:13]3[CH:22]=[C:21]([CH3:23])[N:20]=[C:19]([O:24]C)[C:14]=3[CH2:15][NH:16][C:17](=[O:18])[C:6]=2[CH:5]=[CH:4][N:3]=1.ClC1C2CC=CCCC3C=C(C)N=[C:44]([O:49][CH3:50])[C:39]=3[CH2:40][NH:41][C:42](=O)[C:31]=2C=CN=1.O1CCC(N)C[CH2:52]1.C(=O)C.[BH-](OC(C)=O)(OC(C)=O)OC(C)=O.[Na+].CC(O)=O.Cl, predict the reaction product. The product is: [CH2:42]([N:41]([CH:40]1[CH2:39][CH2:44][O:49][CH2:50][CH2:52]1)[C:2]1[C:7]2[CH2:8][CH:9]=[CH:10][CH2:11][CH2:12][C:13]3[CH:22]=[C:21]([CH3:23])[NH:20][C:19](=[O:24])[C:14]=3[CH2:15][NH:16][C:17](=[O:18])[C:6]=2[CH:5]=[CH:4][N:3]=1)[CH3:31].